Dataset: Reaction yield outcomes from USPTO patents with 853,638 reactions. Task: Predict the reaction yield, written as a fraction of the theoretical maximum amount of product (1.0 means a 100% yield; for example, 0.34 means a 34% yield). The yield is 0.0680. The reactants are [Li]CCCC.C(NC(C)C)(C)C.[CH2:13]([N:20]1[CH:24]([CH3:25])[CH2:23][CH2:22][C:21]1=[O:26])[C:14]1[CH:19]=[CH:18][CH:17]=[CH:16][CH:15]=1.[C:27](=O)([O:30]C)[O:28][CH3:29]. The product is [CH2:13]([N:20]1[CH:24]([CH3:25])[CH2:23][CH:22]([C:27]([O:28][CH3:29])=[O:30])[C:21]1=[O:26])[C:14]1[CH:19]=[CH:18][CH:17]=[CH:16][CH:15]=1. The catalyst is C1COCC1.